Dataset: Full USPTO retrosynthesis dataset with 1.9M reactions from patents (1976-2016). Task: Predict the reactants needed to synthesize the given product. (1) Given the product [C:25]([C:22]1[CH:23]=[CH:24][C:19]([S:18][CH2:17][C:13]2[CH:12]=[C:11]([CH:16]=[CH:15][CH:14]=2)[CH2:10][C:6]2[CH:5]=[C:4]([CH:9]=[CH:8][CH:7]=2)[C:3]([OH:32])=[O:2])=[C:20]([CH2:29][CH2:30][CH3:31])[C:21]=1[OH:28])(=[O:27])[CH3:26], predict the reactants needed to synthesize it. The reactants are: C[O:2][C:3](=[O:32])[C:4]1[CH:9]=[CH:8][CH:7]=[C:6]([CH2:10][C:11]2[CH:16]=[CH:15][CH:14]=[C:13]([CH2:17][S:18][C:19]3[CH:24]=[CH:23][C:22]([C:25](=[O:27])[CH3:26])=[C:21]([OH:28])[C:20]=3[CH2:29][CH2:30][CH3:31])[CH:12]=2)[CH:5]=1.O.[OH-].[Li+].Cl. (2) Given the product [F:22][C:21]([F:23])([F:24])[C:19]([NH:17][C:14]1[CH:13]=[CH:12][C:11]([N:10]2[C:3]3[CH:4]=[CH:5][C:6]([O:8][CH3:9])=[CH:7][C:2]=3[N:1]=[C:19]2[C:21]([F:24])([F:23])[F:22])=[CH:16][N:15]=1)=[O:18], predict the reactants needed to synthesize it. The reactants are: [NH2:1][C:2]1[CH:7]=[C:6]([O:8][CH3:9])[CH:5]=[CH:4][C:3]=1[NH:10][C:11]1[CH:12]=[CH:13][C:14]([NH2:17])=[N:15][CH:16]=1.[O:18](C(C(F)(F)F)=O)[C:19]([C:21]([F:24])([F:23])[F:22])=O.